Task: Predict the reaction yield, written as a fraction of the theoretical maximum amount of product (1.0 means a 100% yield; for example, 0.34 means a 34% yield).. Dataset: Reaction yield outcomes from USPTO patents with 853,638 reactions (1) The reactants are [Cl:1][C:2]1[CH:7]=[CH:6][C:5]([F:8])=[CH:4][N:3]=1.[OH:9]O. The catalyst is FC(F)(F)C(O)=O. The product is [Cl:1][C:2]1[CH:7]=[CH:6][C:5]([F:8])=[CH:4][N+:3]=1[O-:9]. The yield is 0.740. (2) The yield is 0.880. The catalyst is CO. The product is [OH:11][CH2:10][C@@H:9]([NH:8][C:6](=[O:7])[O:5][C:1]([CH3:3])([CH3:2])[CH3:4])[CH2:14][N:15]1[CH:19]=[C:18]([C:20]([F:22])([F:23])[F:21])[N:17]=[CH:16]1. The reactants are [C:1]([O:5][C:6]([NH:8][C@@H:9]([CH2:14][N:15]1[CH:19]=[C:18]([C:20]([F:23])([F:22])[F:21])[N:17]=[CH:16]1)[C:10](OC)=[O:11])=[O:7])([CH3:4])([CH3:3])[CH3:2].[BH4-].[Na+]. (3) The catalyst is C1C=CC(/C=C/C(/C=C/C2C=CC=CC=2)=O)=CC=1.C1C=CC(/C=C/C(/C=C/C2C=CC=CC=2)=O)=CC=1.[Pd].C1(C)C=CC=CC=1. The product is [CH3:19][N:20]1[CH2:24][CH2:23][CH2:22][C@H:21]1[CH2:25][O:26][C:11]1[CH:12]=[CH:13][C:8]([C:7]([O:6][C:2]([CH3:5])([CH3:4])[CH3:3])=[O:18])=[C:9]([N+:15]([O-:17])=[O:16])[CH:10]=1. The yield is 0.410. The reactants are P.[C:2]([O:6][C:7](=[O:18])[C:8]1[CH:13]=[CH:12][C:11](Br)=[CH:10][C:9]=1[N+:15]([O-:17])=[O:16])([CH3:5])([CH3:4])[CH3:3].[CH3:19][N:20]1[CH2:24][CH2:23][CH2:22][C@H:21]1[CH2:25][OH:26]. (4) The reactants are [N+]([C:4]1[C:13]2[C:8](=[CH:9][CH:10]=[CH:11][CH:12]=2)[N:7]=[C:6]([C:14]2[CH:20]=[CH:19][C:17]([NH2:18])=[CH:16][CH:15]=2)[CH:5]=1)([O-])=O.[F-:21].[K+]. No catalyst specified. The product is [F:21][C:4]1[C:13]2[C:8](=[CH:9][CH:10]=[CH:11][CH:12]=2)[N:7]=[C:6]([C:14]2[CH:20]=[CH:19][C:17]([NH2:18])=[CH:16][CH:15]=2)[CH:5]=1. The yield is 0.420. (5) The product is [F:10][C:8]1([F:11])[O:7][C:6]2[CH:12]=[CH:13][C:3]([CH2:2][C:14]#[N:15])=[CH:4][C:5]=2[O:9]1. The reactants are Cl[CH2:2][C:3]1[CH:13]=[CH:12][C:6]2[O:7][C:8]([F:11])([F:10])[O:9][C:5]=2[CH:4]=1.[C-:14]#[N:15].[Na+].O.CC(OC)(C)C. The yield is 0.950. The catalyst is CS(C)=O. (6) The reactants are [F:1][C:2]1[CH:10]=[CH:9][CH:8]=[C:7]2[C:3]=1[C:4]([C:25]([OH:27])=O)=[CH:5][N:6]2[CH2:11][C:12]1[CH:17]=[CH:16][C:15]([C:18]2[CH:19]=[N:20][N:21]([CH3:23])[CH:22]=2)=[CH:14][C:13]=1[F:24].C(N(CC)CC)C.F[P-](F)(F)(F)(F)F.N1(O[P+](N(C)C)(N(C)C)N(C)C)C2C=CC=CC=2N=N1.Cl.[NH2:63][C@H:64]1[CH2:69][CH2:68][CH2:67][CH2:66][C@@H:65]1[OH:70]. The catalyst is CN(C)C=O. The product is [F:1][C:2]1[CH:10]=[CH:9][CH:8]=[C:7]2[C:3]=1[C:4]([C:25]([NH:63][C@H:64]1[CH2:69][CH2:68][CH2:67][CH2:66][C@@H:65]1[OH:70])=[O:27])=[CH:5][N:6]2[CH2:11][C:12]1[CH:17]=[CH:16][C:15]([C:18]2[CH:19]=[N:20][N:21]([CH3:23])[CH:22]=2)=[CH:14][C:13]=1[F:24]. The yield is 0.250.